From a dataset of Full USPTO retrosynthesis dataset with 1.9M reactions from patents (1976-2016). Predict the reactants needed to synthesize the given product. (1) Given the product [C:1]([CH:3]([CH2:9][C:10]1[CH:15]=[CH:14][CH:13]=[C:12]([Cl:16])[C:11]=1[Cl:17])[C:4]([OH:6])=[O:5])#[N:2], predict the reactants needed to synthesize it. The reactants are: [C:1]([CH:3]([CH2:9][C:10]1[CH:15]=[CH:14][CH:13]=[C:12]([Cl:16])[C:11]=1[Cl:17])[C:4]([O:6]CC)=[O:5])#[N:2].C(=O)([O-])[O-].[Na+].[Na+]. (2) Given the product [C:1]([NH:4][C@@H:5]([CH2:10][C:11]1[CH:16]=[CH:15][C:14]([C:22]2[C:23]3[C:28]([C:29]4[CH:30]=[CH:31][CH:32]=[CH:33][C:34]=4[CH:35]=2)=[CH:27][CH:26]=[CH:25][CH:24]=3)=[CH:13][CH:12]=1)[C:6]([O:8][CH3:9])=[O:7])(=[O:3])[CH3:2], predict the reactants needed to synthesize it. The reactants are: [C:1]([NH:4][C@@H:5]([CH2:10][C:11]1[CH:16]=[CH:15][C:14]([Sn](C)(C)C)=[CH:13][CH:12]=1)[C:6]([O:8][CH3:9])=[O:7])(=[O:3])[CH3:2].Br[C:22]1[C:23]2[C:28]([C:29]3[CH:30]=[CH:31][CH:32]=[CH:33][C:34]=3[CH:35]=1)=[CH:27][CH:26]=[CH:25][CH:24]=2.C1(C)C=CC=CC=1P(C1C=CC=CC=1C)C1C=CC=CC=1C.N#N. (3) Given the product [Cl:1][C@H:2]([CH2:6][C:7]1[CH:12]=[CH:11][CH:10]=[CH:9][C:8]=1[O:13][CH3:14])[C:3]([OH:5])=[O:4], predict the reactants needed to synthesize it. The reactants are: [Cl:1][CH:2]([CH2:6][C:7]1[CH:12]=[CH:11][CH:10]=[CH:9][C:8]=1[O:13][CH3:14])[C:3]([OH:5])=[O:4].CCOC(C)=O.CO.[Na+].[Cl-]. (4) Given the product [O:1]1[CH2:2][CH2:3][N:4]([C:7]2[CH:8]=[N:9][CH:10]=[C:11]3[C:16]=2[N:15]=[C:14]([C:17]([NH2:22])=[O:19])[CH:13]=[CH:12]3)[CH2:5][CH2:6]1, predict the reactants needed to synthesize it. The reactants are: [O:1]1[CH2:6][CH2:5][N:4]([C:7]2[CH:8]=[N:9][CH:10]=[C:11]3[C:16]=2[N:15]=[C:14]([C:17]([OH:19])=O)[CH:13]=[CH:12]3)[CH2:3][CH2:2]1.C(N1C=CN=C1)([N:22]1C=CN=C1)=O.[OH-].[NH4+].[Cl-].[NH4+].C(N(CC)CC)C. (5) Given the product [CH:1]([NH:4][C:5]1[S:6][C:7]2[CH:12]=[C:11]([CH:13]=[O:14])[N:10]=[CH:9][C:8]=2[N:15]=1)([CH3:3])[CH3:2], predict the reactants needed to synthesize it. The reactants are: [CH:1]([NH:4][C:5]1[S:6][C:7]2[CH:12]=[C:11]([CH2:13][OH:14])[N:10]=[CH:9][C:8]=2[N:15]=1)([CH3:3])[CH3:2]. (6) Given the product [CH3:1][C:2]1[CH:3]=[C:4]2[C:8](=[CH:9][CH:10]=1)[N:7](/[CH:20]=[CH:19]\[C:21]1[CH:26]=[N:25][C:24]([CH3:27])=[CH:23][CH:22]=1)[C:6]1[CH2:11][C@@H:12]3[N:17]([CH3:18])[C@H:16]([C:5]2=1)[CH2:15][CH2:14][CH2:13]3, predict the reactants needed to synthesize it. The reactants are: [CH3:1][C:2]1[CH:3]=[C:4]2[C:8](=[CH:9][CH:10]=1)[NH:7][C:6]1[CH2:11][CH:12]3[N:17]([CH3:18])[CH:16]([C:5]2=1)[CH2:15][CH2:14][CH2:13]3.[C:19]([C:21]1[CH:22]=[CH:23][C:24]([CH3:27])=[N:25][CH:26]=1)#[CH:20]. (7) Given the product [C:1]([O:5][C:6]([N:8]1[C:12]2=[N:13][CH:14]=[C:15]([O:17][CH2:18][C:19]3[CH:20]=[CH:21][CH:22]=[CH:23][CH:24]=3)[CH:16]=[C:11]2[CH:10]=[C:9]1[C:25]([N:55]1[CH2:56][CH2:57][C:52]([F:58])([F:51])[CH2:53][CH2:54]1)=[O:26])=[O:7])([CH3:3])([CH3:4])[CH3:2], predict the reactants needed to synthesize it. The reactants are: [C:1]([O:5][C:6]([N:8]1[C:12]2=[N:13][CH:14]=[C:15]([O:17][CH2:18][C:19]3[CH:24]=[CH:23][CH:22]=[CH:21][CH:20]=3)[CH:16]=[C:11]2[CH:10]=[C:9]1[C:25](O)=[O:26])=[O:7])([CH3:4])([CH3:3])[CH3:2].F[B-](F)(F)F.N1(OC(N(C)C)=[N+](C)C)C2C=CC=CC=2N=N1.Cl.[F:51][C:52]1([F:58])[CH2:57][CH2:56][NH:55][CH2:54][CH2:53]1.C(N(CC)C(C)C)(C)C.C(=O)(O)[O-].[Na+]. (8) Given the product [CH:1]1[C:10]2[C:14](=[O:15])[C:2]3[C:3](=[CH:4][C:5]4[C:10]([CH:1]=3)=[CH:9][CH:8]=[CH:7][CH:6]=4)[C:11](=[O:13])[C:5]=2[CH:4]=[CH:3][CH:2]=1, predict the reactants needed to synthesize it. The reactants are: [CH:1]1[C:10]2[C:5](=[CH:6][CH:7]=[CH:8][CH:9]=2)[CH:4]=[C:3]2[C:11]([O:13][C:14](=[O:15])[C:2]=12)=O.